Dataset: Peptide-MHC class I binding affinity with 185,985 pairs from IEDB/IMGT. Task: Regression. Given a peptide amino acid sequence and an MHC pseudo amino acid sequence, predict their binding affinity value. This is MHC class I binding data. (1) The peptide sequence is EAEKQLQQY. The MHC is HLA-A03:01 with pseudo-sequence HLA-A03:01. The binding affinity (normalized) is 0.0847. (2) The peptide sequence is RRVRRRVLV. The MHC is HLA-B08:01 with pseudo-sequence HLA-B08:01. The binding affinity (normalized) is 0.213. (3) The MHC is HLA-B35:01 with pseudo-sequence HLA-B35:01. The peptide sequence is SCRVKLSAL. The binding affinity (normalized) is 0.0847. (4) The peptide sequence is LPSETFPNV. The MHC is HLA-B07:02 with pseudo-sequence HLA-B07:02. The binding affinity (normalized) is 0.397. (5) The peptide sequence is SVNASKTINA. The MHC is HLA-A02:03 with pseudo-sequence HLA-A02:03. The binding affinity (normalized) is 0.390. (6) The peptide sequence is KLLKSWVSK. The MHC is HLA-A03:01 with pseudo-sequence HLA-A03:01. The binding affinity (normalized) is 0.723.